Dataset: Full USPTO retrosynthesis dataset with 1.9M reactions from patents (1976-2016). Task: Predict the reactants needed to synthesize the given product. (1) Given the product [NH:18]1[C:19]2[C:24](=[CH:23][CH:22]=[CH:21][CH:20]=2)[C:16]([CH2:15][CH2:14][N:13]2[C:33](=[O:34])[C:32]([OH:37])=[C:31]([C:30]([C:26]3[O:25][CH:29]=[CH:28][CH:27]=3)=[O:38])[CH:1]2[C:3]2[CH:12]=[CH:11][C:6]([C:7]([O:9][CH3:10])=[O:8])=[CH:5][CH:4]=2)=[CH:17]1, predict the reactants needed to synthesize it. The reactants are: [CH:1]([C:3]1[CH:12]=[CH:11][C:6]([C:7]([O:9][CH3:10])=[O:8])=[CH:5][CH:4]=1)=O.[NH2:13][CH2:14][CH2:15][C:16]1[C:24]2[C:19](=[CH:20][CH:21]=[CH:22][CH:23]=2)[NH:18][CH:17]=1.[O:25]1[CH:29]=[CH:28][CH:27]=[C:26]1[C:30](=[O:38])/[CH:31]=[C:32](\[OH:37])/[C:33](OC)=[O:34]. (2) The reactants are: [CH3:1][O:2][C:3]1[CH:4]=[C:5]([NH:13][C:14]([CH2:16][CH2:17][CH2:18][C:19]([O:21]CC)=[O:20])=[O:15])[CH:6]=[C:7]([O:11][CH3:12])[C:8]=1[O:9][CH3:10].[OH-].[Na+].O. Given the product [CH3:12][O:11][C:7]1[CH:6]=[C:5]([NH:13][C:14]([CH2:16][CH2:17][CH2:18][C:19]([OH:21])=[O:20])=[O:15])[CH:4]=[C:3]([O:2][CH3:1])[C:8]=1[O:9][CH3:10], predict the reactants needed to synthesize it. (3) The reactants are: [N:1]1[CH:6]=[CH:5][C:4]([CH2:7][NH:8][C:9]2[CH:28]=[CH:27][CH:26]=[CH:25][C:10]=2[C:11]([NH:13][O:14][CH2:15][C:16]2[CH:24]=[CH:23][C:19]([C:20](O)=[O:21])=[CH:18][CH:17]=2)=[O:12])=[CH:3][CH:2]=1.[CH3:29][N:30]1[CH2:35][CH2:34][NH:33][CH2:32][CH2:31]1. Given the product [CH3:29][N:30]1[CH2:35][CH2:34][N:33]([C:20]([C:19]2[CH:18]=[CH:17][C:16]([CH2:15][O:14][NH:13][C:11](=[O:12])[C:10]3[CH:25]=[CH:26][CH:27]=[CH:28][C:9]=3[NH:8][CH2:7][C:4]3[CH:5]=[CH:6][N:1]=[CH:2][CH:3]=3)=[CH:24][CH:23]=2)=[O:21])[CH2:32][CH2:31]1, predict the reactants needed to synthesize it.